Dataset: Reaction yield outcomes from USPTO patents with 853,638 reactions. Task: Predict the reaction yield, written as a fraction of the theoretical maximum amount of product (1.0 means a 100% yield; for example, 0.34 means a 34% yield). (1) The reactants are [CH3:1][O:2][CH2:3][C@@H:4]1[CH2:8][CH2:7][CH2:6][N:5]1[NH2:9].[CH2:10]=O.O. The catalyst is C(Cl)Cl. The product is [CH3:1][O:2][CH2:3][C@@H:4]1[CH2:8][CH2:7][CH2:6][N:5]1[N:9]=[CH2:10]. The yield is 0.760. (2) The reactants are N1(C(C)C[NH:9][C:10]2[CH:15]=[CH:14][C:13]([C:16]3[O:17][C:18]4[CH:24]=[CH:23][CH:22]=[CH:21][C:19]=4[N:20]=3)=[CH:12][C:11]=2[N+:25]([O-])=O)CCOCC1.[H][H].[O:31]1[CH2:35][CH2:34][CH2:33][CH2:32]1. The catalyst is [C].[Pd]. The product is [N:9]1([CH2:10][CH2:11][CH2:12][NH:25][C:11]2[CH:12]=[C:13]([C:16]3[O:17][C:18]4[CH:24]=[CH:23][CH:22]=[CH:21][C:19]=4[N:20]=3)[CH:14]=[CH:15][C:10]=2[NH2:9])[CH2:34][CH2:35][O:31][CH2:32][CH2:33]1. The yield is 0.990. (3) The reactants are Br[CH2:2][C:3]1[CH:4]=[C:5]([C@H:10]2[C@@H:15]([O:16]COC)[C@H:14]([O:20]COC)[C@H:13]([O:24]COC)[CH:12]([CH2:28][O:29]COC)[O:11]2)[CH:6]=[CH:7][C:8]=1[Cl:9].[CH2:33]([N:35]1[C:39](=[O:40])[CH2:38][N:37]([C:41]2[CH:46]=[CH:45][C:44](B3OC(C)(C)C(C)(C)O3)=[CH:43][CH:42]=2)[C:36]1=[O:56])[CH3:34].C(=O)([O-])[O-].[Na+].[Na+].Cl.CO. The catalyst is [Pd].CN(C)C=O.O. The product is [Cl:9][C:8]1[CH:7]=[CH:6][C:5]([C@H:10]2[C@H:15]([OH:16])[C@@H:14]([OH:20])[C@H:13]([OH:24])[C@@H:12]([CH2:28][OH:29])[O:11]2)=[CH:4][C:3]=1[CH2:2][C:44]1[CH:43]=[CH:42][C:41]([N:37]2[CH2:38][C:39](=[O:40])[N:35]([CH2:33][CH3:34])[C:36]2=[O:56])=[CH:46][CH:45]=1. The yield is 0.470. (4) The reactants are [CH2:1]1[CH:5]2[CH:6]3[CH:10]=[CH:9][CH:8]([CH:4]2[CH:3]=C1)[CH2:7]3.[C:11](N)(N)=[O:12].OO.C1(=O)OC(=[O:21])C2=CC=CC=C12. The catalyst is C1C=CC=CC=1. The product is [CH2:7]1[CH:6]2[CH:10]3[O:21][CH:9]3[CH:8]1[CH:4]1[CH:5]2[CH:1]2[O:12][CH:11]2[CH2:3]1. The yield is 0.970. (5) The reactants are [F:1][C:2]([F:14])([F:13])[C:3]1[CH:8]=[CH:7][C:6]([CH2:9][C:10]([OH:12])=[O:11])=[CH:5][CH:4]=1.O.O[N:17]1C2C=CC=CC=2N=N1.CCN=C=NCCCN(C)C.[N:37]1([C@@H:42]2[CH2:47][CH2:46][CH2:45][CH2:44][C@H:43]2[NH:48][CH3:49])[CH2:41][CH2:40][CH2:39][CH2:38]1.C(N(CC)C(C)C)(C)C.C(Cl)[Cl:60]. No catalyst specified. The product is [NH4+:17].[OH-:11].[ClH:60].[F:13][C:2]([F:1])([F:14])[C:3]1[CH:4]=[CH:5][C:6]([CH2:9][C:10]([N:48]([CH3:49])[C@@H:43]2[CH2:44][CH2:45][CH2:46][CH2:47][C@H:42]2[N:37]2[CH2:41][CH2:40][CH2:39][CH2:38]2)=[O:12])=[CH:7][CH:8]=1. The yield is 0.280. (6) The reactants are [NH2:1][C:2]1[CH:7]=[C:6]([CH3:8])[C:5]([CH3:9])=[CH:4][C:3]=1[NH:10][C:11]([C@H:13]1[CH2:18][C@H:17]([NH:19][C:20]([NH:22][C:23]2[CH:28]=[CH:27][C:26]([C:29]#[N:30])=[CH:25][CH:24]=2)=[O:21])[CH2:16][CH2:15][N:14]1[C:31](OC(C)(C)C)=O)=O.C=O.C([BH3-])#N.[Na+].C1COCC1. The catalyst is C(O)(=O)C.O.CO. The product is [C:29]([C:26]1[CH:25]=[CH:24][C:23]([NH:22][C:20]([NH:19][C@@H:17]2[CH2:16][CH2:15][N:14]([CH3:31])[C@@H:13]([C:11]3[NH:10][C:3]4[CH:4]=[C:5]([CH3:9])[C:6]([CH3:8])=[CH:7][C:2]=4[N:1]=3)[CH2:18]2)=[O:21])=[CH:28][CH:27]=1)#[N:30]. The yield is 0.730.